Dataset: Peptide-MHC class II binding affinity with 134,281 pairs from IEDB. Task: Regression. Given a peptide amino acid sequence and an MHC pseudo amino acid sequence, predict their binding affinity value. This is MHC class II binding data. The peptide sequence is AEVELRQHGSEEWEP. The MHC is DRB1_0405 with pseudo-sequence DRB1_0405. The binding affinity (normalized) is 0.168.